Dataset: NCI-60 drug combinations with 297,098 pairs across 59 cell lines. Task: Regression. Given two drug SMILES strings and cell line genomic features, predict the synergy score measuring deviation from expected non-interaction effect. (1) Drug 1: CNC(=O)C1=CC=CC=C1SC2=CC3=C(C=C2)C(=NN3)C=CC4=CC=CC=N4. Drug 2: CC1=C2C(C(=O)C3(C(CC4C(C3C(C(C2(C)C)(CC1OC(=O)C(C(C5=CC=CC=C5)NC(=O)OC(C)(C)C)O)O)OC(=O)C6=CC=CC=C6)(CO4)OC(=O)C)OC)C)OC. Cell line: NCI-H226. Synergy scores: CSS=47.7, Synergy_ZIP=19.2, Synergy_Bliss=18.8, Synergy_Loewe=9.31, Synergy_HSA=18.4. (2) Drug 1: CC1CCC2CC(C(=CC=CC=CC(CC(C(=O)C(C(C(=CC(C(=O)CC(OC(=O)C3CCCCN3C(=O)C(=O)C1(O2)O)C(C)CC4CCC(C(C4)OC)O)C)C)O)OC)C)C)C)OC. Drug 2: CCC1=C2CN3C(=CC4=C(C3=O)COC(=O)C4(CC)O)C2=NC5=C1C=C(C=C5)O. Cell line: HT29. Synergy scores: CSS=15.8, Synergy_ZIP=-8.49, Synergy_Bliss=-5.69, Synergy_Loewe=-11.7, Synergy_HSA=-4.01. (3) Drug 1: CC1OCC2C(O1)C(C(C(O2)OC3C4COC(=O)C4C(C5=CC6=C(C=C35)OCO6)C7=CC(=C(C(=C7)OC)O)OC)O)O. Drug 2: C1C(C(OC1N2C=NC(=NC2=O)N)CO)O. Cell line: MCF7. Synergy scores: CSS=34.8, Synergy_ZIP=-0.904, Synergy_Bliss=-1.39, Synergy_Loewe=3.72, Synergy_HSA=4.58. (4) Drug 1: C1CCC(CC1)NC(=O)N(CCCl)N=O. Drug 2: C1=NC2=C(N1)C(=S)N=CN2. Cell line: IGROV1. Synergy scores: CSS=30.3, Synergy_ZIP=-4.01, Synergy_Bliss=3.80, Synergy_Loewe=3.78, Synergy_HSA=3.84. (5) Drug 1: CCC1=CC2CC(C3=C(CN(C2)C1)C4=CC=CC=C4N3)(C5=C(C=C6C(=C5)C78CCN9C7C(C=CC9)(C(C(C8N6C)(C(=O)OC)O)OC(=O)C)CC)OC)C(=O)OC.C(C(C(=O)O)O)(C(=O)O)O. Drug 2: CC1C(C(CC(O1)OC2CC(CC3=C2C(=C4C(=C3O)C(=O)C5=C(C4=O)C(=CC=C5)OC)O)(C(=O)C)O)N)O.Cl. Cell line: MOLT-4. Synergy scores: CSS=95.9, Synergy_ZIP=0.207, Synergy_Bliss=-1.94, Synergy_Loewe=-2.29, Synergy_HSA=0.853. (6) Drug 1: C1=NC2=C(N=C(N=C2N1C3C(C(C(O3)CO)O)F)Cl)N. Drug 2: C1C(C(OC1N2C=NC3=C2NC=NCC3O)CO)O. Cell line: SK-MEL-5. Synergy scores: CSS=27.1, Synergy_ZIP=-6.06, Synergy_Bliss=-2.90, Synergy_Loewe=-40.3, Synergy_HSA=-2.17. (7) Drug 1: CC1C(C(CC(O1)OC2CC(CC3=C2C(=C4C(=C3O)C(=O)C5=C(C4=O)C(=CC=C5)OC)O)(C(=O)CO)O)N)O.Cl. Drug 2: CC12CCC3C(C1CCC2OP(=O)(O)O)CCC4=C3C=CC(=C4)OC(=O)N(CCCl)CCCl.[Na+]. Cell line: SF-539. Synergy scores: CSS=4.92, Synergy_ZIP=-0.753, Synergy_Bliss=1.10, Synergy_Loewe=2.15, Synergy_HSA=1.37.